Dataset: Peptide-MHC class I binding affinity with 185,985 pairs from IEDB/IMGT. Task: Regression. Given a peptide amino acid sequence and an MHC pseudo amino acid sequence, predict their binding affinity value. This is MHC class I binding data. (1) The peptide sequence is KRRRTPKKAK. The MHC is Mamu-B08 with pseudo-sequence Mamu-B08. The binding affinity (normalized) is 0.321. (2) The peptide sequence is VTTLFRPL. The MHC is H-2-Kb with pseudo-sequence H-2-Kb. The binding affinity (normalized) is 0.822. (3) The peptide sequence is SEGATPQDL. The MHC is HLA-B44:03 with pseudo-sequence HLA-B44:03. The binding affinity (normalized) is 0.639. (4) The MHC is BoLA-AW10 with pseudo-sequence BoLA-AW10. The binding affinity (normalized) is 0.0641. The peptide sequence is YMKERFTVL. (5) The binding affinity (normalized) is 0.442. The peptide sequence is AMLCGFSPA. The MHC is H-2-Kb with pseudo-sequence H-2-Kb. (6) The peptide sequence is ADLRFASEF. The MHC is HLA-B08:01 with pseudo-sequence HLA-B08:01. The binding affinity (normalized) is 0.237. (7) The peptide sequence is KPTFKHASV. The MHC is HLA-A29:02 with pseudo-sequence HLA-A29:02. The binding affinity (normalized) is 0.0847. (8) The peptide sequence is VAVCVGVIM. The MHC is H-2-Db with pseudo-sequence H-2-Db. The binding affinity (normalized) is 0.211. (9) The peptide sequence is LVFSNVLCFR. The MHC is HLA-A33:01 with pseudo-sequence HLA-A33:01. The binding affinity (normalized) is 0.728.